From a dataset of Catalyst prediction with 721,799 reactions and 888 catalyst types from USPTO. Predict which catalyst facilitates the given reaction. Reactant: [NH2:1][C:2]1[N:10]=[C:9]([O:11][CH2:12][CH2:13][CH2:14][CH3:15])[N:8]=[C:7]2[C:3]=1[NH:4][C:5](=[O:28])[N:6]2[CH2:16][CH2:17][O:18][C:19]1[CH:27]=[CH:26][CH:25]=[CH:24][C:20]=1[C:21]([OH:23])=[O:22].[CH3:29][N:30]([CH3:35])[CH2:31][CH2:32][CH2:33]O.N1(C2C=CN=CC=2)CCCC1. Product: [NH2:1][C:2]1[N:10]=[C:9]([O:11][CH2:12][CH2:13][CH2:14][CH3:15])[N:8]=[C:7]2[C:3]=1[NH:4][C:5](=[O:28])[N:6]2[CH2:16][CH2:17][O:18][C:19]1[CH:27]=[CH:26][CH:25]=[CH:24][C:20]=1[C:21]([O:23][CH2:33][CH2:32][CH2:31][N:30]([CH3:35])[CH3:29])=[O:22]. The catalyst class is: 4.